This data is from Reaction yield outcomes from USPTO patents with 853,638 reactions. The task is: Predict the reaction yield, written as a fraction of the theoretical maximum amount of product (1.0 means a 100% yield; for example, 0.34 means a 34% yield). (1) No catalyst specified. The yield is 0.230. The product is [OH:2][C:3]1[CH:12]=[CH:11][C:10]2[C:5](=[CH:6][CH:7]=[C:8]([C:13]3[CH:18]=[CH:17][CH:16]=[C:15]([OH:19])[CH:14]=3)[CH:9]=2)[C:4]=1[C:21]([NH:23][C:24]1[CH:25]=[CH:26][CH:27]=[CH:28][CH:29]=1)=[O:22]. The reactants are C[O:2][C:3]1[CH:12]=[CH:11][C:10]2[C:5](=[CH:6][CH:7]=[C:8]([C:13]3[CH:18]=[CH:17][CH:16]=[C:15]([O:19]C)[CH:14]=3)[CH:9]=2)[C:4]=1[C:21]([NH:23][C:24]1[CH:29]=[CH:28][CH:27]=[CH:26][CH:25]=1)=[O:22].B(Br)(Br)Br. (2) The reactants are FC(F)(F)C(O)=O.C(O[C:13]([N:15](C)[CH2:16][CH:17]([C:26]([OH:33])([C:31]#[CH:32])[C:27](OC)=[O:28])[O:18][Si:19]([C:22]([CH3:25])([CH3:24])[CH3:23])([CH3:21])[CH3:20])=O)(C)(C)C.C(N(CC)CC)C. The catalyst is ClCCl. The product is [Si:19]([O:18][CH:17]1[CH2:16][N:15]([CH3:13])[C:27](=[O:28])[C:26]1([C:31]#[CH:32])[OH:33])([C:22]([CH3:25])([CH3:24])[CH3:23])([CH3:21])[CH3:20]. The yield is 0.750.